Dataset: NCI-60 drug combinations with 297,098 pairs across 59 cell lines. Task: Regression. Given two drug SMILES strings and cell line genomic features, predict the synergy score measuring deviation from expected non-interaction effect. (1) Drug 1: C1CCN(CC1)CCOC2=CC=C(C=C2)C(=O)C3=C(SC4=C3C=CC(=C4)O)C5=CC=C(C=C5)O. Drug 2: C1=CC=C(C(=C1)C(C2=CC=C(C=C2)Cl)C(Cl)Cl)Cl. Cell line: M14. Synergy scores: CSS=-0.202, Synergy_ZIP=0.728, Synergy_Bliss=0.954, Synergy_Loewe=-1.71, Synergy_HSA=-2.08. (2) Drug 1: C1=CC(=C2C(=C1NCCNCCO)C(=O)C3=C(C=CC(=C3C2=O)O)O)NCCNCCO. Drug 2: CC1CCC2CC(C(=CC=CC=CC(CC(C(=O)C(C(C(=CC(C(=O)CC(OC(=O)C3CCCCN3C(=O)C(=O)C1(O2)O)C(C)CC4CCC(C(C4)OC)OCCO)C)C)O)OC)C)C)C)OC. Cell line: UACC-257. Synergy scores: CSS=2.30, Synergy_ZIP=0.400, Synergy_Bliss=-0.870, Synergy_Loewe=-5.59, Synergy_HSA=-5.42.